From a dataset of Rat liver microsome stability data. Regression/Classification. Given a drug SMILES string, predict its absorption, distribution, metabolism, or excretion properties. Task type varies by dataset: regression for continuous measurements (e.g., permeability, clearance, half-life) or binary classification for categorical outcomes (e.g., BBB penetration, CYP inhibition). Dataset: rlm. (1) The drug is CN1CCCC(C(=O)N[C@@H](Cc2c[nH]c3ccccc23)C(=O)Nc2ccncc2)C1. The result is 0 (unstable in rat liver microsomes). (2) The drug is CC(=O)O[C@H]1CC[C@]2(C)C(=CC[C@H]3[C@H]4C[C@H]5O[C@]6(CC[C@H](C)CN6)[C@H](C)[C@@H]5[C@]4(C)CC[C@@H]32)C1. The result is 1 (stable in rat liver microsomes). (3) The result is 0 (unstable in rat liver microsomes). The compound is C[C@@H]1CC(=O)Nc2cccc(-c3cnn(C(C)(C)C)c3)c2N1. (4) The result is 1 (stable in rat liver microsomes). The drug is CCOc1cc(-c2nccc3cc(OC)c(OC)cc23)cc(OCC)c1OCC. (5) The drug is N#Cc1ccccc1Cn1c(N2CCC[C@@H](N)C2)ncc(-c2cc[nH]c2)c1=O. The result is 0 (unstable in rat liver microsomes). (6) The molecule is CC(C)(C)C1CCc2c(sc(NC(=O)c3ccncc3)c2C(N)=O)C1. The result is 0 (unstable in rat liver microsomes). (7) The molecule is Fc1ccc2[nH]cc(CCN3CCN(c4ccccc4-c4ccccc4)CC3)c2c1. The result is 1 (stable in rat liver microsomes).